From a dataset of Forward reaction prediction with 1.9M reactions from USPTO patents (1976-2016). Predict the product of the given reaction. (1) The product is: [C:1]([NH:8][CH2:9][CH2:10][C:11]1[CH:12]=[C:13]([F:20])[C:14]([C:15]#[N:16])=[C:17]([O:27][CH2:26][CH:21]2[CH2:25][CH2:24][CH2:23][CH2:22]2)[CH:18]=1)([O:3][C:4]([CH3:5])([CH3:6])[CH3:7])=[O:2]. Given the reactants [C:1]([NH:8][CH2:9][CH2:10][C:11]1[CH:18]=[C:17](F)[C:14]([C:15]#[N:16])=[C:13]([F:20])[CH:12]=1)([O:3][C:4]([CH3:7])([CH3:6])[CH3:5])=[O:2].[CH:21]1([CH2:26][OH:27])[CH2:25][CH2:24][CH2:23][CH2:22]1.C[Si]([N-][Si](C)(C)C)(C)C.[Na+], predict the reaction product. (2) Given the reactants Cl.[CH3:2][C:3]([CH3:37])([CH3:36])[CH2:4][C:5]1[N:6]=[C:7]([CH:16]([OH:35])[C:17]2([C:23]3[CH:28]=[CH:27][C:26]([C:29]4[CH:34]=[CH:33][CH:32]=[CH:31][N:30]=4)=[CH:25][CH:24]=3)[S:22][CH2:21][CH2:20][CH2:19][S:18]2)[N:8](S(N(C)C)(=O)=O)[CH:9]=1, predict the reaction product. The product is: [CH3:2][C:3]([CH3:37])([CH3:36])[CH2:4][C:5]1[N:6]=[C:7]([CH:16]([C:17]2([C:23]3[CH:28]=[CH:27][C:26]([C:29]4[CH:34]=[CH:33][CH:32]=[CH:31][N:30]=4)=[CH:25][CH:24]=3)[S:18][CH2:19][CH2:20][CH2:21][S:22]2)[OH:35])[NH:8][CH:9]=1. (3) Given the reactants [N:1]1([C:7]2[CH:12]=[CH:11][C:10]([N:13]3[CH:22]=[CH:21][C:20]4[N:19]=[CH:18][CH:17]=[CH:16][C:15]=4[C:14]3=[O:23])=[CH:9][CH:8]=2)[CH2:6][CH2:5][NH:4][CH2:3][CH2:2]1.CC1C=CC(S(O[CH2:35][CH2:36][CH2:37][CH2:38][C:39]2[C:47]3[C:42](=[CH:43][CH:44]=[C:45]([C:48]#[N:49])[CH:46]=3)[NH:41][CH:40]=2)(=O)=O)=CC=1.C(=O)([O-])[O-].[K+].[K+].[I-].[K+], predict the reaction product. The product is: [O:23]=[C:14]1[N:13]([C:10]2[CH:9]=[CH:8][C:7]([N:1]3[CH2:6][CH2:5][N:4]([CH2:35][CH2:36][CH2:37][CH2:38][C:39]4[C:47]5[C:42](=[CH:43][CH:44]=[C:45]([C:48]#[N:49])[CH:46]=5)[NH:41][CH:40]=4)[CH2:3][CH2:2]3)=[CH:12][CH:11]=2)[CH:22]=[CH:21][C:20]2[N:19]=[CH:18][CH:17]=[CH:16][C:15]1=2. (4) Given the reactants C(N(CC)C(C)C)(C)C.Cl.[C:11]([N:15]1[CH2:19][C@@H:18]([C:20]2[CH:25]=[CH:24][C:23]([F:26])=[CH:22][C:21]=2[F:27])[C@H:17]([C:28](O)=[O:29])[CH2:16]1)([CH3:14])([CH3:13])[CH3:12].Cl.[Cl:32][C:33]1[CH:34]=[CH:35][C:36]([CH:45]2[CH2:50][CH2:49][NH:48][CH2:47][CH2:46]2)=[C:37]([C@@H:39]([NH:41][C:42](=[O:44])[CH3:43])[CH3:40])[CH:38]=1.F[P-](F)(F)(F)(F)F.N1(OC(N(C)C)=[N+](C)C)C2N=CC=CC=2N=N1, predict the reaction product. The product is: [C:11]([N:15]1[CH2:19][C@@H:18]([C:20]2[CH:25]=[CH:24][C:23]([F:26])=[CH:22][C:21]=2[F:27])[C@H:17]([C:28]([N:48]2[CH2:47][CH2:46][CH:45]([C:36]3[CH:35]=[CH:34][C:33]([Cl:32])=[CH:38][C:37]=3[C@@H:39]([NH:41][C:42](=[O:44])[CH3:43])[CH3:40])[CH2:50][CH2:49]2)=[O:29])[CH2:16]1)([CH3:14])([CH3:13])[CH3:12]. (5) The product is: [F:5][C:6]1[CH:7]=[CH:8][C:9]2[N:10]([N:12]=[C:13]([C:27]3[CH:28]=[CH:29][CH:30]=[CH:31][CH:32]=3)[C:14]=2[CH:15]([OH:16])[C:17]2[N:22]=[C:21]([C:23]([O:25][CH3:26])=[O:24])[CH:20]=[CH:19][CH:18]=2)[CH:11]=1. Given the reactants CO.[BH4-].[Na+].[F:5][C:6]1[CH:7]=[CH:8][C:9]2[N:10]([N:12]=[C:13]([C:27]3[CH:32]=[CH:31][CH:30]=[CH:29][CH:28]=3)[C:14]=2[C:15]([C:17]2[N:22]=[C:21]([C:23]([O:25][CH3:26])=[O:24])[CH:20]=[CH:19][CH:18]=2)=[O:16])[CH:11]=1.[Cl-].[NH4+], predict the reaction product.